From a dataset of Catalyst prediction with 721,799 reactions and 888 catalyst types from USPTO. Predict which catalyst facilitates the given reaction. (1) Reactant: [OH-].[Na+].C(O)(=O)C(C(C(O)=O)O)O.[OH:13][C@@H:14]1[C:20]2[CH:21]=[CH:22][CH:23]=[CH:24][C:19]=2[N:18]([C:25]([NH2:27])=[O:26])[C:17]2[CH:28]=[CH:29][CH:30]=[CH:31][C:16]=2[CH2:15]1.Cl. Product: [OH:13][C@@H:14]1[C:20]2[CH:21]=[CH:22][CH:23]=[CH:24][C:19]=2[N:18]([C:25]([NH2:27])=[O:26])[C:17]2[CH:28]=[CH:29][CH:30]=[CH:31][C:16]=2[CH2:15]1. The catalyst class is: 6. (2) Reactant: C[O:2][C:3]([C:5]1[NH:13][C:8]2=[N:9][CH:10]=[CH:11][CH:12]=[C:7]2[CH:6]=1)=[O:4].[H-].[Na+].Br[CH2:17][C:18]1[CH:22]=[C:21]([C:23]2[S:24][C:25]([Cl:28])=[CH:26][CH:27]=2)[O:20][N:19]=1.[OH-].[Na+]. Product: [Cl:28][C:25]1[S:24][C:23]([C:21]2[O:20][N:19]=[C:18]([CH2:17][N:13]3[C:8]4=[N:9][CH:10]=[CH:11][CH:12]=[C:7]4[CH:6]=[C:5]3[C:3]([OH:2])=[O:4])[CH:22]=2)=[CH:27][CH:26]=1. The catalyst class is: 3. (3) Reactant: CC1(C)C(C)(C)OB([C:9]2[CH:17]=[C:16]3[C:12]([C:13]4([CH2:22][CH2:21][CH2:20][CH2:19]4)[C:14](=[O:18])[NH:15]3)=[CH:11][CH:10]=2)O1.[CH:24]1([NH:27][C:28]2[C:32]3[CH:33]=[CH:34][C:35]([CH3:38])=[C:36](I)[C:31]=3[O:30][N:29]=2)[CH2:26][CH2:25]1.C(=O)([O-])[O-].[Cs+].[Cs+]. Product: [CH:24]1([NH:27][C:28]2[C:32]3[CH:33]=[CH:34][C:35]([CH3:38])=[C:36]([C:9]4[CH:17]=[C:16]5[C:12]([C:13]6([CH2:19][CH2:20][CH2:21][CH2:22]6)[C:14](=[O:18])[NH:15]5)=[CH:11][CH:10]=4)[C:31]=3[O:30][N:29]=2)[CH2:26][CH2:25]1. The catalyst class is: 12. (4) Reactant: [CH:1]1([C:4]2[CH:5]=[C:6]([CH2:20][N:21]3[CH2:24][C:23]4([CH2:28][C:27]([N:29]5[CH2:34][CH2:33][C:32]([CH3:40])([C:35]([O:37]CC)=[O:36])[CH2:31][CH2:30]5)=[N:26][O:25]4)[CH2:22]3)[C:7]([O:17][CH2:18][CH3:19])=[N:8][C:9]=2[C:10]2[CH:15]=[CH:14][C:13]([F:16])=[CH:12][CH:11]=2)[CH2:3][CH2:2]1.[OH-].[Na+].C(O)C.Cl. Product: [CH:1]1([C:4]2[CH:5]=[C:6]([CH2:20][N:21]3[CH2:24][C:23]4([CH2:28][C:27]([N:29]5[CH2:30][CH2:31][C:32]([CH3:40])([C:35]([OH:37])=[O:36])[CH2:33][CH2:34]5)=[N:26][O:25]4)[CH2:22]3)[C:7]([O:17][CH2:18][CH3:19])=[N:8][C:9]=2[C:10]2[CH:15]=[CH:14][C:13]([F:16])=[CH:12][CH:11]=2)[CH2:2][CH2:3]1. The catalyst class is: 476. (5) Reactant: [C:1]([C:3]1[C:8]([C:9]([O:11][CH2:12][CH3:13])=[O:10])=[CH:7][CH:6]=[CH:5][N:4]=1)#[N:2].[ClH:14].[H][H]. Product: [ClH:14].[NH2:2][CH2:1][C:3]1[C:8]([C:9]([O:11][CH2:12][CH3:13])=[O:10])=[CH:7][CH:6]=[CH:5][N:4]=1. The catalyst class is: 29. (6) Reactant: [C:1]([C:4]1[CH:5]=[C:6]([NH:16]C(=O)C(F)(F)F)[CH:7]=[C:8]([S:10]([F:15])([F:14])([F:13])([F:12])[F:11])[CH:9]=1)(=[O:3])[CH3:2].S(=O)(=O)(O)O. Product: [NH2:16][C:6]1[CH:5]=[C:4]([C:1](=[O:3])[CH3:2])[CH:9]=[C:8]([S:10]([F:15])([F:11])([F:12])([F:13])[F:14])[CH:7]=1. The catalyst class is: 2. (7) Reactant: [Cl:1][C:2]1[N:7]=[C:6](Cl)[CH:5]=[CH:4][N:3]=1.[F:9][C:10]1[CH:16]=[CH:15][C:14]([O:17][CH3:18])=[CH:13][C:11]=1[NH2:12].CCN(C(C)C)C(C)C. Product: [Cl:1][C:2]1[N:7]=[C:6]([NH:12][C:11]2[CH:13]=[C:14]([O:17][CH3:18])[CH:15]=[CH:16][C:10]=2[F:9])[CH:5]=[CH:4][N:3]=1. The catalyst class is: 41. (8) Reactant: O1CC(N2CCN(C3C=CC(NC4N=CN=C(C5C=CC(O[C@@H]6CCNC6)=C(C=5)C#N)N=4)=CC=3)CC2)C1.[OH:38][CH2:39][C:40]([N:42]1[CH2:46][CH2:45][C@@H:44]([O:47][C:48]2[CH:55]=[CH:54][C:53]([C:56]3[N:61]=[C:60]([NH:62][C:63]4[CH:68]=[CH:67][C:66]([N:69]5[CH2:74][CH2:73][N:72]([CH:75]6[CH2:78][O:77][CH2:76]6)[CH2:71][CH2:70]5)=[CH:65][CH:64]=4)[N:59]=[CH:58][N:57]=3)=[CH:52][C:49]=2[C:50]#[N:51])[CH2:43]1)=[O:41].C(O)(=O)CO.C(N(CC)C(C)C)(C)C.CN(C(ON1N=NC2C=CC=NC1=2)=[N+](C)C)C.F[P-](F)(F)(F)(F)F. Product: [OH:38][CH2:39][C:40]([N:42]1[CH2:46][CH2:45][C@@H:44]([O:47][C:48]2[CH:55]=[CH:54][C:53]([C:56]3[N:61]=[C:60]([NH:62][C:63]4[CH:68]=[CH:67][C:66]([N:69]5[CH2:70][CH2:71][N:72]([CH:75]6[CH2:76][O:77][CH2:78]6)[CH2:73][CH2:74]5)=[CH:65][CH:64]=4)[N:59]=[CH:58][N:57]=3)=[CH:52][C:49]=2[C:50]#[N:51])[CH2:43]1)=[O:41]. The catalyst class is: 4.